This data is from Peptide-MHC class II binding affinity with 134,281 pairs from IEDB. The task is: Regression. Given a peptide amino acid sequence and an MHC pseudo amino acid sequence, predict their binding affinity value. This is MHC class II binding data. (1) The peptide sequence is SQDLALSWNLNGLQAY. The MHC is HLA-DQA10101-DQB10501 with pseudo-sequence HLA-DQA10101-DQB10501. The binding affinity (normalized) is 0.527. (2) The peptide sequence is VGNVAWMHVLAAKYI. The MHC is DRB1_1302 with pseudo-sequence DRB1_1302. The binding affinity (normalized) is 0.446. (3) The peptide sequence is EQQWNFAGIEAAASA. The MHC is DRB1_1201 with pseudo-sequence DRB1_1201. The binding affinity (normalized) is 0.0424. (4) The peptide sequence is GADATAAAAFEQFLA. The MHC is DRB1_1501 with pseudo-sequence DRB1_1501. The binding affinity (normalized) is 0.343. (5) The peptide sequence is GELQIVDKIDAAFKL. The MHC is DRB4_0101 with pseudo-sequence DRB4_0103. The binding affinity (normalized) is 0.747. (6) The peptide sequence is LIGNGGAGGAGGVGA. The MHC is DRB1_0802 with pseudo-sequence DRB1_0802. The binding affinity (normalized) is 0.152.